From a dataset of Full USPTO retrosynthesis dataset with 1.9M reactions from patents (1976-2016). Predict the reactants needed to synthesize the given product. (1) Given the product [CH:24]([N:16]1[C:17]2[C:22](=[CH:21][C:20]([Cl:23])=[CH:19][CH:18]=2)[C:14]([CH2:13][CH2:12][N:10]([CH3:11])[C:7]2[CH:8]=[CH:9][C:4]([C:3]([OH:2])=[O:40])=[CH:5][CH:6]=2)=[C:15]1[CH2:37][CH2:38][NH:39][S:50]([CH2:49][C:44]1[CH:45]=[CH:46][C:47]([Cl:48])=[C:42]([Cl:41])[CH:43]=1)(=[O:52])=[O:51])([C:25]1[CH:26]=[CH:27][CH:28]=[CH:29][CH:30]=1)[C:31]1[CH:32]=[CH:33][CH:34]=[CH:35][CH:36]=1, predict the reactants needed to synthesize it. The reactants are: C[O:2][C:3](=[O:40])[C:4]1[CH:9]=[CH:8][C:7]([N:10]([CH2:12][CH2:13][C:14]2[C:22]3[C:17](=[CH:18][CH:19]=[C:20]([Cl:23])[CH:21]=3)[N:16]([CH:24]([C:31]3[CH:36]=[CH:35][CH:34]=[CH:33][CH:32]=3)[C:25]3[CH:30]=[CH:29][CH:28]=[CH:27][CH:26]=3)[C:15]=2[CH2:37][CH2:38][NH2:39])[CH3:11])=[CH:6][CH:5]=1.[Cl:41][C:42]1[CH:43]=[C:44]([CH2:49][S:50](Cl)(=[O:52])=[O:51])[CH:45]=[CH:46][C:47]=1[Cl:48]. (2) Given the product [F:1][C:2]1[CH:25]=[CH:24][CH:23]=[C:22]([F:26])[C:3]=1[C:4]([N:6]([CH2:27][O:28][CH2:29][CH2:30][O:31][CH3:32])[C:7]([NH:9][C:10]1[CH:15]=[CH:14][C:13]([S:16][C:17]([F:19])([F:18])[F:20])=[CH:12][C:11]=1[F:21])=[O:8])=[O:5], predict the reactants needed to synthesize it. The reactants are: [F:1][C:2]1[CH:25]=[CH:24][CH:23]=[C:22]([F:26])[C:3]=1[C:4]([NH:6][C:7]([NH:9][C:10]1[CH:15]=[CH:14][C:13]([S:16][C:17]([F:20])([F:19])[F:18])=[CH:12][C:11]=1[F:21])=[O:8])=[O:5].[CH3:27][O:28][CH2:29][CH2:30][O:31][CH2:32]Cl.[H-].[Na+].O. (3) Given the product [Br:1][C:2]1[CH:3]=[C:4]([CH2:9][CH:10]([O:16][C:17]2[CH:18]=[CH:19][CH:20]=[CH:21][CH:22]=2)[C:11]([O:13][CH2:14][CH3:15])=[O:12])[CH:5]=[CH:6][C:7]=1[O:8][CH2:24][CH2:25][NH:26][C:27]([O:28][C:29]([CH3:32])([CH3:31])[CH3:30])=[O:33], predict the reactants needed to synthesize it. The reactants are: [Br:1][C:2]1[CH:3]=[C:4]([CH2:9][CH:10]([O:16][C:17]2[CH:22]=[CH:21][CH:20]=[CH:19][CH:18]=2)[C:11]([O:13][CH2:14][CH3:15])=[O:12])[CH:5]=[CH:6][C:7]=1[OH:8].O[CH2:24][CH2:25][NH:26][C:27](=[O:33])[O:28][C:29]([CH3:32])([CH3:31])[CH3:30].C1(P(C2C=CC=CC=2)C2C=CC=CC=2)C=CC=CC=1.CCOC(/N=N/C(OCC)=O)=O. (4) Given the product [CH2:1]([C:3]1[CH:12]=[CH:11][CH:10]2[CH:5]([C:6](=[O:16])[C:7]([C:13]([OH:15])=[O:14])=[CH:8][O:9]2)[CH:4]=1)[CH3:2].[CH2:17]([C:19]1[CH:28]=[CH:27][CH:26]2[CH:21]([C:22](=[O:31])[C:23]([OH:32])=[CH:24][O:25]2)[CH:20]=1)[CH3:18], predict the reactants needed to synthesize it. The reactants are: [CH2:1]([C:3]1[CH:12]=[CH:11][CH:10]2[CH:5]([C:6](=[O:16])[C:7]([C:13]([OH:15])=[O:14])=[CH:8][O:9]2)[CH:4]=1)[CH3:2].[CH2:17]([C:19]1[CH:20]=[C:21]2[C:26](=[CH:27][CH:28]=1)[O:25][CH:24]=[C:23](C=O)[C:22]2=[O:31])[CH3:18].[OH:32]OS([O-])=O.[K+].CCOC(C)=O. (5) Given the product [CH2:12]([NH:16][C:17]([N:7]1[C:6](=[O:9])[C:5]2[CH:10]=[CH:11][C:2]([Cl:1])=[CH:3][C:4]=2[S:8]1)=[O:18])[CH2:13][CH2:14][CH3:15], predict the reactants needed to synthesize it. The reactants are: [Cl:1][C:2]1[CH:11]=[CH:10][C:5]2[C:6](=[O:9])[NH:7][S:8][C:4]=2[CH:3]=1.[CH2:12]([N:16]=[C:17]=[O:18])[CH2:13][CH2:14][CH3:15]. (6) Given the product [C:1]([O:5][C:6]([N:8]1[CH2:13][CH2:12][CH:11]([CH2:14][CH2:15][CH2:16][O:17][C:24]2[CH:25]=[CH:26][C:21]([C:20]([O:19][CH3:18])=[O:29])=[CH:22][C:23]=2[CH3:28])[CH2:10][CH2:9]1)=[O:7])([CH3:4])([CH3:3])[CH3:2], predict the reactants needed to synthesize it. The reactants are: [C:1]([O:5][C:6]([N:8]1[CH2:13][CH2:12][CH:11]([CH2:14][CH2:15][CH2:16][OH:17])[CH2:10][CH2:9]1)=[O:7])([CH3:4])([CH3:3])[CH3:2].[CH3:18][O:19][C:20](=[O:29])[C:21]1[CH:26]=[CH:25][C:24](O)=[C:23]([CH3:28])[CH:22]=1.C1(P(C2C=CC=CC=2)C2C=CC=CC=2)C=CC=CC=1.CCOC(/N=N/C(OCC)=O)=O.